Predict the reaction yield, written as a fraction of the theoretical maximum amount of product (1.0 means a 100% yield; for example, 0.34 means a 34% yield). From a dataset of Reaction yield outcomes from USPTO patents with 853,638 reactions. (1) The reactants are [F:1][C:2]([F:14])([F:13])[C:3]1[CH:11]=[C:10]2[C:6]([CH:7]=[CH:8][NH:9]2)=[C:5](N)[CH:4]=1.N([O-])=O.[Na+].F[B-](F)(F)F.[Na+].[I-:25].[Na+]. The catalyst is Cl.O.C(#N)C. The product is [I:25][C:5]1[CH:4]=[C:3]([C:2]([F:14])([F:13])[F:1])[CH:11]=[C:10]2[C:6]=1[CH:7]=[CH:8][NH:9]2. The yield is 0.590. (2) The reactants are [C:1]([O:4][C@H:5]1[CH2:22][CH2:21][C@@:20]2([CH3:23])[C:7](=[CH:8][CH2:9][C@@H:10]3[C@@H:19]2[CH2:18][CH2:17][C@@:15]2([CH3:16])[C@H:11]3[CH2:12][C:13](C=O)=[C:14]2[N:24]2[C:28]3[CH:29]=[CH:30][CH:31]=[CH:32][C:27]=3[N:26]=[CH:25]2)[CH2:6]1)(=[O:3])[CH3:2]. The catalyst is C(#N)C1C=CC=CC=1.[Pd]. The product is [C:1]([O:4][C@H:5]1[CH2:22][CH2:21][C@@:20]2([CH3:23])[C:7](=[CH:8][CH2:9][C@@H:10]3[C@@H:19]2[CH2:18][CH2:17][C@@:15]2([CH3:16])[C@H:11]3[CH2:12][CH:13]=[C:14]2[N:24]2[C:28]3[CH:29]=[CH:30][CH:31]=[CH:32][C:27]=3[N:26]=[CH:25]2)[CH2:6]1)(=[O:3])[CH3:2]. The yield is 0.738. (3) The reactants are [C:1]([C:5]1[CH:10]=[CH:9][C:8]([CH:11]([C:27](=[O:36])[NH:28][C:29]2[CH:34]=[CH:33][C:32](I)=[CH:31][CH:30]=2)[CH2:12][C:13]2[S:17][C:16]([C:18]([NH:20][CH2:21][CH2:22][S:23]([OH:26])(=[O:25])=[O:24])=[O:19])=[CH:15][CH:14]=2)=[CH:7][CH:6]=1)([CH3:4])([CH3:3])[CH3:2].[O:37]1[C:41]2[CH:42]=[CH:43][CH:44]=[CH:45][C:40]=2[CH:39]=[C:38]1B(O)O.C(=O)([O-])[O-].[Na+].[Na+].C(#N)C. The catalyst is COCCOC.C(O)C.O.CC1C=CC=CC=1[P](C1C=CC=CC=1C)([Pd](Cl)(Cl)[P](C1=C(C)C=CC=C1)(C1C=CC=CC=1C)C1C=CC=CC=1C)C1C=CC=CC=1C. The product is [O:37]1[C:38]2=[CH:39][CH:40]=[CH:45][C:44]2=[CH:43][CH:42]=[C:41]1[N:28]([C:29]1[CH:30]=[CH:31][CH:32]=[CH:33][CH:34]=1)[C:27]([CH:11]([C:8]1[CH:9]=[CH:10][C:5]([C:1]([CH3:2])([CH3:4])[CH3:3])=[CH:6][CH:7]=1)[CH2:12][C:13]1[S:17][C:16]([C:18]([NH:20][CH2:21][CH2:22][S:23]([OH:26])(=[O:25])=[O:24])=[O:19])=[CH:15][CH:14]=1)=[O:36]. The yield is 0.120. (4) The reactants are [CH2:1]([O:3][C:4](=[O:24])[C@@H:5]([O:21][CH2:22][CH3:23])[CH2:6][C:7]1[CH:12]=[CH:11][C:10]([O:13]CC2C=CC=CC=2)=[CH:9][CH:8]=1)[CH3:2]. The catalyst is C(OCC)(=O)C.[Pd]. The product is [CH2:1]([O:3][C:4](=[O:24])[C@@H:5]([O:21][CH2:22][CH3:23])[CH2:6][C:7]1[CH:8]=[CH:9][C:10]([OH:13])=[CH:11][CH:12]=1)[CH3:2]. The yield is 0.760. (5) The reactants are [Cl:1][CH2:2][C:3](Cl)=[O:4].C(=O)([O-])[O-].[K+].[K+].[NH:12]1[CH2:17][CH2:16][CH2:15][CH2:14][CH2:13]1. The catalyst is C1COCC1.O. The product is [Cl:1][CH2:2][C:3]([N:12]1[CH2:17][CH2:16][CH2:15][CH2:14][CH2:13]1)=[O:4]. The yield is 1.00.